From a dataset of Retrosynthesis with 50K atom-mapped reactions and 10 reaction types from USPTO. Predict the reactants needed to synthesize the given product. (1) Given the product BrCCCCOC1CCCC1, predict the reactants needed to synthesize it. The reactants are: BrCCCCBr.OC1CCCC1. (2) Given the product CCCC(Oc1ccc(-n2cnc(C(F)(F)F)c2)cc1)c1ccc(C(=O)NCCC(=O)OC)cc1, predict the reactants needed to synthesize it. The reactants are: CCCC(Oc1ccc(-n2cnc(C(F)(F)F)c2)cc1)c1ccc(C(=O)O)cc1.COC(=O)CCN.